Dataset: Peptide-MHC class I binding affinity with 185,985 pairs from IEDB/IMGT. Task: Regression. Given a peptide amino acid sequence and an MHC pseudo amino acid sequence, predict their binding affinity value. This is MHC class I binding data. The peptide sequence is DEEAINLFH. The MHC is HLA-B15:17 with pseudo-sequence HLA-B15:17. The binding affinity (normalized) is 0.0847.